This data is from Full USPTO retrosynthesis dataset with 1.9M reactions from patents (1976-2016). The task is: Predict the reactants needed to synthesize the given product. (1) Given the product [C:29]1([C:28]([NH:1][C:2]2[CH:3]=[C:4]([C:13]3[CH:21]=[CH:20][C:16]([C:17]([NH2:19])=[O:18])=[CH:15][CH:14]=3)[CH:5]=[C:6]([C:8]([O:10][CH2:11][CH3:12])=[O:9])[CH:7]=2)=[O:35])[CH:34]=[CH:33][CH:32]=[CH:31][CH:30]=1, predict the reactants needed to synthesize it. The reactants are: [NH2:1][C:2]1[CH:3]=[C:4]([C:13]2[CH:21]=[CH:20][C:16]([C:17]([NH2:19])=[O:18])=[CH:15][CH:14]=2)[CH:5]=[C:6]([C:8]([O:10][CH2:11][CH3:12])=[O:9])[CH:7]=1.CC(N(C)C)=O.[C:28](Cl)(=[O:35])[C:29]1[CH:34]=[CH:33][CH:32]=[CH:31][CH:30]=1. (2) Given the product [OH:8][C:5]1[CH:6]=[CH:7][C:2]([C:17]2[CH:16]=[CH:15][CH:14]=[C:13]([C:11]([NH:10][CH3:9])=[O:12])[CH:18]=2)=[CH:3][CH:4]=1, predict the reactants needed to synthesize it. The reactants are: I[C:2]1[CH:7]=[CH:6][C:5]([OH:8])=[CH:4][CH:3]=1.[CH3:9][NH:10][C:11]([C:13]1[CH:14]=[C:15](B(O)O)[CH:16]=[CH:17][CH:18]=1)=[O:12].C(=O)([O-])[O-].[Cs+].[Cs+].